From a dataset of Forward reaction prediction with 1.9M reactions from USPTO patents (1976-2016). Predict the product of the given reaction. (1) Given the reactants Br[C:2]1[CH:19]=[CH:18][C:5]2[CH2:6][N:7]([C:11]([O:13][C:14]([CH3:17])([CH3:16])[CH3:15])=[O:12])[CH2:8][CH2:9][O:10][C:4]=2[CH:3]=1.[CH3:20][NH:21][CH:22]([CH3:24])[CH3:23].CC(C)([O-])C.[Na+].O, predict the reaction product. The product is: [CH:22]([N:21]([CH3:20])[C:2]1[CH:19]=[CH:18][C:5]2[CH2:6][N:7]([C:11]([O:13][C:14]([CH3:17])([CH3:16])[CH3:15])=[O:12])[CH2:8][CH2:9][O:10][C:4]=2[CH:3]=1)([CH3:24])[CH3:23]. (2) Given the reactants [Cl-].[CH3:2][O:3][C:4](=[O:13])[CH2:5][CH:6]([C:8]1([CH3:12])[CH2:11][CH2:10][CH2:9]1)[NH3+:7].[Cl:14][C:15]1[N:20]=[C:19](Cl)[C:18]([F:22])=[CH:17][N:16]=1.C(N(CC)CC)C.O, predict the reaction product. The product is: [Cl:14][C:15]1[N:20]=[C:19]([NH:7][CH:6]([C:8]2([CH3:12])[CH2:11][CH2:10][CH2:9]2)[CH2:5][C:4]([O:3][CH3:2])=[O:13])[C:18]([F:22])=[CH:17][N:16]=1. (3) Given the reactants Br[C:2]1[CH:3]=[C:4]([Cl:21])[C:5]2[O:9][CH:8]([CH2:10][NH:11][C:12](=[O:18])[O:13][C:14]([CH3:17])([CH3:16])[CH3:15])[C:7](=[O:19])[C:6]=2[CH:20]=1.[O:22]1[CH2:27][CH2:26][N:25]([C:28]([C:30]2[CH:35]=[CH:34][C:33](B3OC(C)(C)C(C)(C)O3)=[CH:32][CH:31]=2)=[O:29])[CH2:24][CH2:23]1.C([O-])([O-])=O.[K+].[K+], predict the reaction product. The product is: [Cl:21][C:4]1[C:5]2[O:9][CH:8]([CH2:10][NH:11][C:12](=[O:18])[O:13][C:14]([CH3:17])([CH3:16])[CH3:15])[C:7](=[O:19])[C:6]=2[CH:20]=[C:2]([C:33]2[CH:32]=[CH:31][C:30]([C:28]([N:25]3[CH2:26][CH2:27][O:22][CH2:23][CH2:24]3)=[O:29])=[CH:35][CH:34]=2)[CH:3]=1. (4) Given the reactants C([Sn](CCCC)(CCCC)[C:6]1[CH:11]=[N:10][CH:9]=[CH:8][N:7]=1)CCC.Cl[C:21]1[S:22][CH:23]=[CH:24][C:25]=1[N+:26]([O-:28])=[O:27], predict the reaction product. The product is: [N+:26]([C:25]1[CH:24]=[CH:23][S:22][C:21]=1[C:6]1[CH:11]=[N:10][CH:9]=[CH:8][N:7]=1)([O-:28])=[O:27]. (5) Given the reactants N#N.C[O:4][C:5]([C:7]1[N:8]=[C:9]([CH2:12][C:13]2[S:14][C:15]([C:18]3([CH3:23])[O:22][CH2:21][CH2:20][O:19]3)=[CH:16][CH:17]=2)[O:10][CH:11]=1)=[O:6].[OH-].[Na+], predict the reaction product. The product is: [C:18]([C:15]1[S:14][C:13]([CH2:12][C:9]2[O:10][CH:11]=[C:7]([C:5]([OH:6])=[O:4])[N:8]=2)=[CH:17][CH:16]=1)(=[O:19])[CH3:23].[CH3:23][C:18]1([C:15]2[S:14][C:13]([CH2:12][C:9]3[O:10][CH:11]=[C:7]([C:5]([OH:6])=[O:4])[N:8]=3)=[CH:17][CH:16]=2)[O:22][CH2:21][CH2:20][O:19]1. (6) Given the reactants [CH3:1][C@H:2]([N:11]1C(=O)C2[C:13](=[CH:14][CH:15]=[CH:16][CH:17]=2)[C:12]1=[O:21])[CH2:3][C:4]1([CH3:10])[O:9][CH2:8][CH2:7][CH2:6][O:5]1.[OH2:22].NN.[OH-].[Na+], predict the reaction product. The product is: [CH3:1][C@H:2]([NH:11][C:12](=[O:21])[CH2:13][C:14](=[O:22])[CH2:15][CH2:16][CH3:17])[CH2:3][C:4]1([CH3:10])[O:9][CH2:8][CH2:7][CH2:6][O:5]1. (7) Given the reactants [F:1][C:2]([F:40])([F:39])[C:3]1[CH:4]=[C:5]([C@H:13]([O:15][C@H:16]2[CH2:21][CH2:20][C@H:19]([C:22]([O:24]CC)=[O:23])[C@@H:18]([C:27]([O:29][CH2:30][CH3:31])=[O:28])[C@@H:17]2[C:32]2[CH:37]=[CH:36][C:35]([F:38])=[CH:34][CH:33]=2)[CH3:14])[CH:6]=[C:7]([C:9]([F:12])([F:11])[F:10])[CH:8]=1.[OH-].[Na+], predict the reaction product. The product is: [F:39][C:2]([F:1])([F:40])[C:3]1[CH:4]=[C:5]([C@H:13]([O:15][C@H:16]2[CH2:21][CH2:20][C@H:19]([C:22]([OH:24])=[O:23])[C@@H:18]([C:27]([O:29][CH2:30][CH3:31])=[O:28])[C@@H:17]2[C:32]2[CH:33]=[CH:34][C:35]([F:38])=[CH:36][CH:37]=2)[CH3:14])[CH:6]=[C:7]([C:9]([F:10])([F:11])[F:12])[CH:8]=1.